From a dataset of Reaction yield outcomes from USPTO patents with 853,638 reactions. Predict the reaction yield, written as a fraction of the theoretical maximum amount of product (1.0 means a 100% yield; for example, 0.34 means a 34% yield). (1) The reactants are [O:1]1[C:5]2[CH:6]=[CH:7][C:8]([CH2:10][CH:11]3[C:16](=O)[NH:15][CH2:14][CH2:13][N:12]3[C:18]([O:20][C:21]([CH3:24])([CH3:23])[CH3:22])=[O:19])=[CH:9][C:4]=2[O:3][CH2:2]1.[H-].[Al+3].[Li+].[H-].[H-].[H-].[OH-].[K+]. The catalyst is O1CCCC1. The product is [O:1]1[C:5]2[CH:6]=[CH:7][C:8]([CH2:10][CH:11]3[CH2:16][NH:15][CH2:14][CH2:13][N:12]3[C:18]([O:20][C:21]([CH3:24])([CH3:23])[CH3:22])=[O:19])=[CH:9][C:4]=2[O:3][CH2:2]1. The yield is 0.660. (2) The reactants are [C:1]([C:3]1[CH:8]=[CH:7][CH:6]=[CH:5][C:4]=1[C:9]1[CH:14]=[CH:13][C:12]([CH2:15][C:16]2[C:17](=[O:42])[N:18]([C@H:28]3[CH2:33][CH2:32][C@H:31]([O:34][CH2:35][C:36](N(OC)C)=[O:37])[CH2:30][CH2:29]3)[C:19]3[N:20]([N:25]=[CH:26][N:27]=3)[C:21]=2[CH2:22][CH2:23][CH3:24])=[CH:11][CH:10]=1)#[N:2].[CH3:43][Mg]Br.Cl. The catalyst is O1CCCC1. The product is [O:42]=[C:17]1[C:16]([CH2:15][C:12]2[CH:11]=[CH:10][C:9]([C:4]3[C:3]([C:1]#[N:2])=[CH:8][CH:7]=[CH:6][CH:5]=3)=[CH:14][CH:13]=2)=[C:21]([CH2:22][CH2:23][CH3:24])[N:20]2[N:25]=[CH:26][N:27]=[C:19]2[N:18]1[C@H:28]1[CH2:33][CH2:32][C@H:31]([O:34][CH2:35][C:36](=[O:37])[CH3:43])[CH2:30][CH2:29]1. The yield is 0.690. (3) The reactants are [Cl:1][C:2]1[CH:36]=[CH:35][C:5]([CH2:6][N:7]2[C:15]3[C:14](=[O:16])[N:13]([CH2:17][CH:18]4[CH2:20][O:19]4)[C:12](=[O:21])[N:11]([CH3:22])[C:10]=3[N:9]=[C:8]2[O:23][C:24]2[CH:29]=[CH:28][CH:27]=[C:26](OC(F)(F)F)[CH:25]=2)=[CH:4][CH:3]=1.C(O)([C:39]([F:42])([F:41])[F:40])=O.[OH2:44]. The catalyst is O1CCOCC1. The product is [Cl:1][C:2]1[CH:3]=[CH:4][C:5]([CH2:6][N:7]2[C:15]3[C:14](=[O:16])[N:13]([CH2:17][CH:18]([OH:44])[CH2:20][OH:19])[C:12](=[O:21])[N:11]([CH3:22])[C:10]=3[N:9]=[C:8]2[O:23][C:24]2[CH:29]=[CH:28][CH:27]=[C:26]([C:39]([F:42])([F:41])[F:40])[CH:25]=2)=[CH:35][CH:36]=1. The yield is 0.484. (4) The reactants are [NH2:1][C@@H:2]1[C:10]2[C:5](=[CH:6][CH:7]=[CH:8][CH:9]=2)[CH2:4][C@@H:3]1[OH:11].[C:12]([O:16][C:17](O[C:17]([O:16][C:12]([CH3:15])([CH3:14])[CH3:13])=[O:18])=[O:18])([CH3:15])([CH3:14])[CH3:13]. The catalyst is C(Cl)Cl. The product is [C:12]([O:16][C:17](=[O:18])[NH:1][C@@H:2]1[C:10]2[C:5](=[CH:6][CH:7]=[CH:8][CH:9]=2)[CH2:4][C@@H:3]1[OH:11])([CH3:15])([CH3:14])[CH3:13]. The yield is 1.00. (5) The reactants are [Br:1][C:2]1[CH:7]=[CH:6][C:5]([S:8]([NH:11][CH2:12][C@H:13]2[CH2:18][CH2:17][C@H:16]([CH2:19][NH:20][C:21]3[N:30]=[C:29]([N:31]([CH3:33])[CH3:32])[C:28]4[C:23](=[CH:24][CH:25]=[CH:26][CH:27]=4)[N:22]=3)[CH2:15][CH2:14]2)(=[O:10])=[O:9])=[C:4]([O:34][C:35]([F:38])([F:37])[F:36])[CH:3]=1.[H-].[Na+].I[CH3:42]. The catalyst is CN(C=O)C. The product is [Br:1][C:2]1[CH:7]=[CH:6][C:5]([S:8]([N:11]([CH2:12][C@H:13]2[CH2:18][CH2:17][C@H:16]([CH2:19][NH:20][C:21]3[N:30]=[C:29]([N:31]([CH3:33])[CH3:32])[C:28]4[C:23](=[CH:24][CH:25]=[CH:26][CH:27]=4)[N:22]=3)[CH2:15][CH2:14]2)[CH3:42])(=[O:10])=[O:9])=[C:4]([O:34][C:35]([F:36])([F:37])[F:38])[CH:3]=1. The yield is 0.690. (6) The reactants are Br[C:2]1[CH:3]=[C:4]2[C:8](=[C:9](Cl)[CH:10]=1)[C:7](=[O:12])[N:6]([CH2:13][C:14]1[CH:19]=[CH:18][C:17]([O:20][C:21]([F:24])([F:23])[F:22])=[CH:16][CH:15]=1)[CH2:5]2.[C-:25]#[N:26].[K+].CCCCCC.CCOC(C)=O.[CH3:40][N:41](P(N(C)C)(N(C)C)=O)C. The catalyst is C1C=CC([P]([Pd]([P](C2C=CC=CC=2)(C2C=CC=CC=2)C2C=CC=CC=2)([P](C2C=CC=CC=2)(C2C=CC=CC=2)C2C=CC=CC=2)[P](C2C=CC=CC=2)(C2C=CC=CC=2)C2C=CC=CC=2)(C2C=CC=CC=2)C2C=CC=CC=2)=CC=1. The product is [O:12]=[C:7]1[C:8]2[C:9]([C:40]#[N:41])=[CH:10][C:2]([C:25]#[N:26])=[CH:3][C:4]=2[CH2:5][N:6]1[CH2:13][C:14]1[CH:19]=[CH:18][C:17]([O:20][C:21]([F:24])([F:23])[F:22])=[CH:16][CH:15]=1. The yield is 0.440. (7) The reactants are [OH:1][CH:2]([C:4]1[CH:5]=[C:6]([N:10]2[C:14]([C:15]([NH:17][CH2:18][C:19]3[CH:24]=[CH:23][CH:22]=[CH:21][C:20]=3[O:25][CH3:26])=[O:16])=[CH:13][C:12]([C:27]([F:30])([F:29])[F:28])=[N:11]2)[CH:7]=[CH:8][CH:9]=1)[CH3:3].CC(OI1(OC(C)=O)(OC(C)=O)OC(=O)C2C=CC=CC1=2)=O. The catalyst is C(Cl)Cl. The product is [C:2]([C:4]1[CH:5]=[C:6]([N:10]2[C:14]([C:15]([NH:17][CH2:18][C:19]3[CH:24]=[CH:23][CH:22]=[CH:21][C:20]=3[O:25][CH3:26])=[O:16])=[CH:13][C:12]([C:27]([F:30])([F:28])[F:29])=[N:11]2)[CH:7]=[CH:8][CH:9]=1)(=[O:1])[CH3:3]. The yield is 0.880. (8) The catalyst is C(OCC)(=O)C.[Pd]. The product is [C:10]1([C:6]2[CH:5]=[C:4]([CH:9]=[CH:8][CH:7]=2)[NH2:1])[CH:11]=[CH:12][CH:13]=[CH:14][CH:15]=1. The reactants are [N+:1]([C:4]1[CH:5]=[C:6]([C:10]2[CH:15]=[CH:14][CH:13]=[CH:12][CH:11]=2)[CH:7]=[CH:8][CH:9]=1)([O-])=O.[H][H]. The yield is 0.940. (9) The reactants are Cl.Cl.[NH:3]1[CH2:6][CH:5]([C:7]2[C:8]([O:28][CH3:29])=[C:9]([CH:15]([N:17]3[C:21]4=[N:22][CH:23]=[N:24][C:25]([NH2:26])=[C:20]4[C:19]([CH3:27])=[N:18]3)[CH3:16])[CH:10]=[C:11]([Cl:14])[C:12]=2[CH3:13])[CH2:4]1.C(N(CC)CC)C.[CH3:37][C@H:38]1[CH2:40][O:39]1. The catalyst is C(O)(C)C.CO. The product is [NH2:26][C:25]1[N:24]=[CH:23][N:22]=[C:21]2[N:17]([CH:15]([C:9]3[C:8]([O:28][CH3:29])=[C:7]([CH:5]4[CH2:4][N:3]([CH2:37][C@@H:38]([OH:39])[CH3:40])[CH2:6]4)[C:12]([CH3:13])=[C:11]([Cl:14])[CH:10]=3)[CH3:16])[N:18]=[C:19]([CH3:27])[C:20]=12. The yield is 0.300.